Dataset: Full USPTO retrosynthesis dataset with 1.9M reactions from patents (1976-2016). Task: Predict the reactants needed to synthesize the given product. (1) Given the product [Cl:1][C:2]1[CH:7]=[CH:6][C:5]([Cl:8])=[CH:4][C:3]=1[S:9]([NH:27][C:24]1[CH:23]=[CH:22][C:21]([B:16]2[O:17][C:18]([CH3:20])([CH3:19])[C:14]([CH3:28])([CH3:13])[O:15]2)=[CH:26][CH:25]=1)(=[O:11])=[O:10], predict the reactants needed to synthesize it. The reactants are: [Cl:1][C:2]1[CH:7]=[CH:6][C:5]([Cl:8])=[CH:4][C:3]=1[S:9](Cl)(=[O:11])=[O:10].[CH3:13][C:14]1([CH3:28])[C:18]([CH3:20])([CH3:19])[O:17][B:16]([C:21]2[CH:26]=[CH:25][C:24]([NH2:27])=[CH:23][CH:22]=2)[O:15]1.C(Cl)Cl. (2) Given the product [Cl:31][C:25]1[CH:26]=[C:27]([Cl:30])[CH:28]=[CH:29][C:24]=1[C:15]1[C:16]2[CH:21]=[C:20]([C:22]3[NH:12][CH:13]=[N:14][CH:15]=3)[S:19][C:17]=2[N:18]=[C:13]([NH2:12])[N:14]=1, predict the reactants needed to synthesize it. The reactants are: C1(C)C(S(O)(=O)=O)=CC=CC=1.[NH2:12][C:13]1[N:14]=[C:15]([C:24]2[CH:29]=[CH:28][C:27]([Cl:30])=[CH:26][C:25]=2[Cl:31])[C:16]2[CH:21]=[C:20]([CH:22]=O)[S:19][C:17]=2[N:18]=1.C1(C)C=CC(S(N)(=O)=O)=CC=1. (3) Given the product [ClH:45].[CH3:36][C:19]1[C:18]([C:37]#[N:38])=[C:16]2[N:17]=[CH:13][O:14][C:15]2=[CH:21][C:20]=1[C:30]1[CH:35]=[CH:34][CH:33]=[CH:32][CH:31]=1, predict the reactants needed to synthesize it. The reactants are: C(OCC([C:13]1[O:14][C:15]2[C:16](=[C:18]([C:37]#[N:38])[C:19]([CH3:36])=[C:20]([C:30]3[CH:35]=[CH:34][CH:33]=[CH:32][CH:31]=3)[C:21]=2N2CC[C@H](N(C)C)C2)[N:17]=1)(C)C)C1C=CC=CC=1.O1CCOCC1.[ClH:45]. (4) Given the product [NH2:1][C:2]1[N:7]=[C:6]([N:8]2[CH2:20][CH2:19][C:11]3([CH2:15][NH:14][C@H:13]([C:16]([OH:18])=[O:17])[CH2:12]3)[CH2:10][CH2:9]2)[CH:5]=[C:4]([O:53][CH:48]([C:42]2[C:41]([Br:40])=[CH:46][CH:45]=[CH:44][C:43]=2[Br:47])[C:49]([F:50])([F:51])[F:52])[N:3]=1, predict the reactants needed to synthesize it. The reactants are: [NH2:1][C:2]1[N:7]=[C:6]([N:8]2[CH2:20][CH2:19][C:11]3([CH2:15][NH:14][C@H:13]([C:16]([OH:18])=[O:17])[CH2:12]3)[CH2:10][CH2:9]2)[CH:5]=[C:4](O[C@H](C2C=CC(Cl)=CC=2N2C=CC(C)=N2)C(F)(F)F)[N:3]=1.[Br:40][C:41]1[CH:46]=[CH:45][CH:44]=[C:43]([Br:47])[C:42]=1[CH:48]([OH:53])[C:49]([F:52])([F:51])[F:50].